From a dataset of Retrosynthesis with 50K atom-mapped reactions and 10 reaction types from USPTO. Predict the reactants needed to synthesize the given product. (1) Given the product CS(=O)(=O)N1CCC(c2cc(-c3ccc4cn(-c5ccccc5)nc4c3)c3c(N)ncnn23)CC1, predict the reactants needed to synthesize it. The reactants are: CS(=O)(=O)Cl.Nc1ncnn2c(C3CCNCC3)cc(-c3ccc4cn(-c5ccccc5)nc4c3)c12. (2) Given the product COc1ccc([C@@H]2CSC(=O)[C@H](Cc3ccccc3)N2)c(OC)c1, predict the reactants needed to synthesize it. The reactants are: COc1ccc(C2=CSC(=O)[C@H](Cc3ccccc3)N2)c(OC)c1. (3) Given the product COc1ccc(CC2CCN(C(=O)C(=O)Nc3ccc4[nH]c(=O)oc4c3)CC2)cc1, predict the reactants needed to synthesize it. The reactants are: COc1ccc(CC2CCNCC2)cc1.O=C(O)C(=O)Nc1ccc2[nH]c(=O)oc2c1. (4) Given the product CC(=O)OCC(O)(C#Cc1ccc([C@@H]2[C@@H](CC[C@H](OC(C)=O)c3ccc(F)cc3)C(=O)N2c2ccc(C#C[Si](C)(C)C)cc2)cc1)COC(C)=O, predict the reactants needed to synthesize it. The reactants are: C#C[Si](C)(C)C.CC(=O)OCC(O)(C#Cc1ccc([C@@H]2[C@@H](CC[C@H](OC(C)=O)c3ccc(F)cc3)C(=O)N2c2ccc(OS(=O)(=O)C(F)(F)F)cc2)cc1)COC(C)=O. (5) Given the product Fc1cncc(-c2ccc3c(c2)CCN3)c1, predict the reactants needed to synthesize it. The reactants are: CC(C)(C)OC(=O)N1CCc2cc(-c3cncc(F)c3)ccc21. (6) The reactants are: CC#N.O=Cc1cccc(C(F)(F)F)c1. Given the product O=C/C=C/c1cccc(C(F)(F)F)c1, predict the reactants needed to synthesize it. (7) Given the product CC(C)(C)OC(=O)N(CCCNS(=O)(=O)C(F)(F)F)Cc1cccc2nccn12, predict the reactants needed to synthesize it. The reactants are: CC(C)(C)OC(=O)OC(=O)OC(C)(C)C.O=S(=O)(NCCCNCc1cccc2nccn12)C(F)(F)F. (8) The reactants are: COC(=O)c1ccc2c(c1)CCN(C(=O)C1CCCCC1)C2. Given the product O=C(O)c1ccc2c(c1)CCN(C(=O)C1CCCCC1)C2, predict the reactants needed to synthesize it. (9) Given the product CC(C)C(C(=O)Nc1ccc(C#N)cc1)C(C)C, predict the reactants needed to synthesize it. The reactants are: CC(C)C(C(=O)Cl)C(C)C.N#Cc1ccc(N)cc1.